Dataset: Full USPTO retrosynthesis dataset with 1.9M reactions from patents (1976-2016). Task: Predict the reactants needed to synthesize the given product. (1) Given the product [ClH:25].[C:1]1([S:7][C:8]2[C:16]3[C:11](=[CH:12][CH:13]=[CH:14][CH:15]=3)[NH:10][C:9]=2[C:17]([N:19]2[CH2:24][CH2:23][NH:22][CH2:21][CH2:20]2)=[O:18])[CH:2]=[CH:3][CH:4]=[CH:5][CH:6]=1, predict the reactants needed to synthesize it. The reactants are: [C:1]1([S:7][C:8]2[C:16]3[C:11](=[CH:12][CH:13]=[CH:14][CH:15]=3)[NH:10][C:9]=2[C:17]([N:19]2[CH2:24][CH2:23][NH:22][CH2:21][CH2:20]2)=[O:18])[CH:6]=[CH:5][CH:4]=[CH:3][CH:2]=1.[ClH:25].CCOCC. (2) Given the product [Br:1][C:2]1[CH:15]=[CH:14][C:5]([O:6][CH2:7][C:8]([CH:18]2[CH2:20][CH2:19]2)=[O:9])=[C:4]([O:16][CH3:17])[CH:3]=1, predict the reactants needed to synthesize it. The reactants are: [Br:1][C:2]1[CH:15]=[CH:14][C:5]([O:6][CH2:7][C:8](N(OC)C)=[O:9])=[C:4]([O:16][CH3:17])[CH:3]=1.[CH:18]1([Mg]Br)[CH2:20][CH2:19]1.[NH4+].[Cl-]. (3) Given the product [S:21]1[C:22]2[CH:33]=[CH:32][CH:31]=[CH:30][C:23]=2[CH:24]=[C:25]1[S:26]([NH:1][C:2]1[CH:7]=[C:6]([F:8])[CH:5]=[CH:4][C:3]=1[S:9][CH2:10][C:11]1[CH:20]=[CH:19][CH:18]=[CH:17][C:12]=1[C:13]([O:15][CH3:16])=[O:14])(=[O:28])=[O:27], predict the reactants needed to synthesize it. The reactants are: [NH2:1][C:2]1[CH:7]=[C:6]([F:8])[CH:5]=[CH:4][C:3]=1[S:9][CH2:10][C:11]1[CH:20]=[CH:19][CH:18]=[CH:17][C:12]=1[C:13]([O:15][CH3:16])=[O:14].[S:21]1[C:25]([S:26](Cl)(=[O:28])=[O:27])=[CH:24][C:23]2[CH:30]=[CH:31][CH:32]=[CH:33][C:22]1=2.